Dataset: Forward reaction prediction with 1.9M reactions from USPTO patents (1976-2016). Task: Predict the product of the given reaction. (1) Given the reactants [C:1]([NH:4][C:5]1[CH:10]=[CH:9][C:8]([C:11]2[CH:16]=[CH:15][CH:14]=[CH:13][CH:12]=2)=[CH:7][CH:6]=1)(=[O:3])[CH3:2].C(OC(=O)C)(=O)C.[N+:24]([O-])([OH:26])=[O:25], predict the reaction product. The product is: [N+:24]([C:6]1[CH:7]=[C:8]([C:11]2[CH:16]=[CH:15][CH:14]=[CH:13][CH:12]=2)[CH:9]=[CH:10][C:5]=1[NH:4][C:1](=[O:3])[CH3:2])([O-:26])=[O:25]. (2) Given the reactants [NH2:1][C:2]1[CH:3]=[C:4]2[C:9](=[C:10]([CH3:12])[CH:11]=1)[CH:8]=[N:7][C:6]([NH:13][C:14]([NH:16][CH2:17][CH3:18])=[O:15])=[CH:5]2.[CH3:19][O:20][CH2:21][C:22](O)=[O:23], predict the reaction product. The product is: [CH2:17]([NH:16][C:14](=[O:15])[NH:13][C:6]1[N:7]=[CH:8][C:9]2[C:4]([CH:5]=1)=[CH:3][C:2]([NH:1][C:22](=[O:23])[CH2:21][O:20][CH3:19])=[CH:11][C:10]=2[CH3:12])[CH3:18]. (3) Given the reactants [F:1][C:2]([F:11])([F:10])[C:3]1[N:8]=[C:7]([NH2:9])[CH:6]=[CH:5][CH:4]=1.[H-].[Na+].Br[C:15]1[C:16]2[N:17]([CH:22]=[CH:23][N:24]=2)[N:18]=[C:19]([Cl:21])[CH:20]=1.O, predict the reaction product. The product is: [Cl:21][C:19]1[CH:20]=[C:15]([NH:9][C:7]2[CH:6]=[CH:5][CH:4]=[C:3]([C:2]([F:1])([F:10])[F:11])[N:8]=2)[C:16]2[N:17]([CH:22]=[CH:23][N:24]=2)[N:18]=1. (4) Given the reactants N[C:2]1[CH:3]=[C:4]([NH:8][C:9]2([C:22]([O:24][CH3:25])=[O:23])[CH2:14][CH2:13][N:12]([C:15]([O:17][C:18]([CH3:21])([CH3:20])[CH3:19])=[O:16])[CH2:11][CH2:10]2)[CH:5]=[CH:6][CH:7]=1.C([N:28](CC)CC)C.[C:33]1([C:39](Cl)([C:46]2[CH:51]=[CH:50][CH:49]=[CH:48][CH:47]=2)[C:40]2[CH:45]=[CH:44][CH:43]=[CH:42][CH:41]=2)[CH:38]=[CH:37][CH:36]=[CH:35][CH:34]=1, predict the reaction product. The product is: [C:18]([O:17][C:15]([N:12]1[CH2:13][CH2:14][C:9]([NH:8][C:4]2[CH:5]=[CH:6][CH:7]=[C:2]([C:39]([C:46]3[CH:51]=[CH:50][CH:49]=[CH:48][CH:47]=3)([C:40]3[CH:45]=[CH:44][CH:43]=[CH:42][CH:41]=3)[C:33]3[CH:38]=[CH:37][CH:36]=[CH:35][CH:34]=3)[C:3]=2[NH2:28])([C:22]([O:24][CH3:25])=[O:23])[CH2:10][CH2:11]1)=[O:16])([CH3:19])([CH3:20])[CH3:21]. (5) Given the reactants Cl.[C:2]([C:4]1([NH:7][C:8]([C@@H:10]2[CH2:14][C@@H:13]([S:15]([C:18]3[CH:23]=[CH:22][CH:21]=[CH:20][C:19]=3[Cl:24])(=[O:17])=[O:16])[CH2:12][NH:11]2)=[O:9])[CH2:6][CH2:5]1)#[N:3].C(N(CC)C(C)C)(C)C.[F:34][C:35]([F:46])([F:45])[C:36](O[C:36](=[O:37])[C:35]([F:46])([F:45])[F:34])=[O:37], predict the reaction product. The product is: [C:2]([C:4]1([NH:7][C:8]([C@@H:10]2[CH2:14][C@@H:13]([S:15]([C:18]3[CH:23]=[CH:22][CH:21]=[CH:20][C:19]=3[Cl:24])(=[O:17])=[O:16])[CH2:12][N:11]2[C:36](=[O:37])[C:35]([F:46])([F:45])[F:34])=[O:9])[CH2:6][CH2:5]1)#[N:3].